From a dataset of Full USPTO retrosynthesis dataset with 1.9M reactions from patents (1976-2016). Predict the reactants needed to synthesize the given product. (1) Given the product [CH3:12][N:13]1[CH2:18][CH2:17][N:16]([CH2:2][C:3]2[CH:8]=[CH:7][C:6]([C:9](=[O:11])[CH3:10])=[CH:5][CH:4]=2)[CH2:15][CH2:14]1, predict the reactants needed to synthesize it. The reactants are: Br[CH2:2][C:3]1[CH:8]=[CH:7][C:6]([C:9](=[O:11])[CH3:10])=[CH:5][CH:4]=1.[CH3:12][N:13]1[CH2:18][CH2:17][NH:16][CH2:15][CH2:14]1.C(NC(C)C)(C)C.C([O-])(O)=O.[Na+]. (2) The reactants are: Br[C:2]1[CH:3]=[C:4]([CH:10]([OH:20])[CH2:11][CH2:12][NH:13][C:14](=[O:19])[C:15]([F:18])([F:17])[F:16])[CH:5]=[CH:6][C:7]=1[O:8][CH3:9].[C:21]([C:23]([OH:30])([CH2:27][CH2:28][CH3:29])[CH2:24][CH2:25][CH3:26])#[CH:22]. Given the product [F:16][C:15]([F:18])([F:17])[C:14]([NH:13][CH2:12][CH2:11][CH:10]([OH:20])[C:4]1[CH:5]=[CH:6][C:7]([O:8][CH3:9])=[C:2]([C:22]#[C:21][C:23]([OH:30])([CH2:27][CH2:28][CH3:29])[CH2:24][CH2:25][CH3:26])[CH:3]=1)=[O:19], predict the reactants needed to synthesize it. (3) Given the product [CH3:20][O:1][C:2]1[CH:13]=[CH:12][C:22]2[N:23]([CH3:24])[C:25](=[O:26])[O:16][C:14](=[O:17])[C:4]=2[CH:3]=1, predict the reactants needed to synthesize it. The reactants are: [OH:1][C:2]1[CH:13]=[CH:12]C2NC(=O)OC(=O)[C:4]=2[CH:3]=1.[C:14](=[O:17])([O-:16])[O-].[K+].[K+].[CH3:20]I.[CH3:22][N:23]([CH:25]=[O:26])[CH3:24]. (4) The reactants are: Cl[C:2]1[CH:7]=[C:6]([C:8]#[C:9][C:10]2[N:14]3[N:15]=[C:16]([C:19]4[CH:24]=[CH:23][C:22]([C:25]([N:27]5[CH2:32][CH2:31][O:30][CH2:29][CH2:28]5)=[O:26])=[CH:21][CH:20]=4)[CH:17]=[CH:18][C:13]3=[N:12][CH:11]=2)[CH:5]=[CH:4][N:3]=1.[CH3:33][C:34]1[C:39]([NH2:40])=[CH:38][CH:37]=[CH:36][N:35]=1.C1C=CC(P(C2C(C3C(P(C4C=CC=CC=4)C4C=CC=CC=4)=CC=C4C=3C=CC=C4)=C3C(C=CC=C3)=CC=2)C2C=CC=CC=2)=CC=1.C(O[Na])(C)(C)C. Given the product [CH3:33][C:34]1[C:39]([NH:40][C:2]2[CH:7]=[C:6]([C:8]#[C:9][C:10]3[N:14]4[N:15]=[C:16]([C:19]5[CH:24]=[CH:23][C:22]([C:25]([N:27]6[CH2:28][CH2:29][O:30][CH2:31][CH2:32]6)=[O:26])=[CH:21][CH:20]=5)[CH:17]=[CH:18][C:13]4=[N:12][CH:11]=3)[CH:5]=[CH:4][N:3]=2)=[CH:38][CH:37]=[CH:36][N:35]=1, predict the reactants needed to synthesize it. (5) Given the product [Cl:14][C:6]1[CH:7]=[CH:8][C:9]([N+:11]([O-:13])=[O:12])=[CH:10][C:5]=1[O:4][CH2:3][CH2:2][N:28]1[CH:32]=[CH:31][CH:30]=[N:29]1, predict the reactants needed to synthesize it. The reactants are: Br[CH2:2][CH2:3][O:4][C:5]1[CH:10]=[C:9]([N+:11]([O-:13])=[O:12])[CH:8]=[CH:7][C:6]=1[Cl:14].C(=O)([O-])[O-].[Cs+].[Cs+].CN1CCCC1=O.[NH:28]1[CH:32]=[CH:31][CH:30]=[N:29]1. (6) Given the product [Br:1][C:2]1[CH:7]=[CH:6][C:5]2[C:15]3[CH2:14][N:13]([C:26]([O:28][C:29]([CH3:32])([CH3:31])[CH3:30])=[O:27])[CH:12]([CH3:11])[CH2:17][C:16]=3[N:8]([CH3:10])[C:4]=2[CH:3]=1, predict the reactants needed to synthesize it. The reactants are: [Br:1][C:2]1[CH:3]=[C:4]([N:8]([CH3:10])N)[CH:5]=[CH:6][CH:7]=1.[CH3:11][CH:12]1[CH2:17][C:16](=O)[CH2:15][CH2:14][NH:13]1.C(N(CC)CC)C.[C:26](O[C:26]([O:28][C:29]([CH3:32])([CH3:31])[CH3:30])=[O:27])([O:28][C:29]([CH3:32])([CH3:31])[CH3:30])=[O:27].